From a dataset of Full USPTO retrosynthesis dataset with 1.9M reactions from patents (1976-2016). Predict the reactants needed to synthesize the given product. (1) Given the product [CH2:19]1[C@@H:27]2[N:22]([CH2:23][CH2:24][C:25]([C:2]3[C:6]([C:7]4[CH:12]=[CH:11][N:10]=[CH:9][CH:8]=4)=[C:5]([C:13]4[CH:18]=[CH:17][CH:16]=[CH:15][CH:14]=4)[NH:4][N:3]=3)=[CH:26]2)[CH2:21][CH2:20]1, predict the reactants needed to synthesize it. The reactants are: Br[C:2]1[C:6]([C:7]2[CH:12]=[CH:11][N:10]=[CH:9][CH:8]=2)=[C:5]([C:13]2[CH:18]=[CH:17][CH:16]=[CH:15][CH:14]=2)[NH:4][N:3]=1.[CH2:19]1[C@@H:27]2[N:22]([CH2:23][CH2:24][C:25](=O)[CH2:26]2)[CH2:21][CH2:20]1.C(OCC)(=O)C.CO. (2) The reactants are: FF.[C:3]([OH:8])(=[O:7])[C:4]([CH3:6])=[CH2:5].[F:9][C:10](=[C:15]([F:17])[F:16])[CH2:11][CH2:12][CH2:13]O. Given the product [C:3]([O:8][CH2:13][CH2:12][CH2:11][C:10]([F:9])=[C:15]([F:17])[F:16])(=[O:7])[C:4]([CH3:6])=[CH2:5], predict the reactants needed to synthesize it.